This data is from Catalyst prediction with 721,799 reactions and 888 catalyst types from USPTO. The task is: Predict which catalyst facilitates the given reaction. (1) Reactant: [Br:1][C:2]1[C:3]([NH:22][C:23]2[CH:27]=[C:26]([CH:28]3[CH2:30][CH2:29]3)[NH:25][N:24]=2)=[N:4][C:5]([C:8]2[S:12][C:11]([S:13]([NH:16][CH2:17][CH2:18][N:19]([CH3:21])[CH3:20])(=[O:15])=[O:14])=[CH:10][CH:9]=2)=[N:6][CH:7]=1.[CH3:31][C:32](OC(C)=O)=[O:33]. Product: [C:32]([N:25]1[C:26]([CH:28]2[CH2:29][CH2:30]2)=[CH:27][C:23]([NH:22][C:3]2[C:2]([Br:1])=[CH:7][N:6]=[C:5]([C:8]3[S:12][C:11]([S:13]([NH:16][CH2:17][CH2:18][N:19]([CH3:20])[CH3:21])(=[O:14])=[O:15])=[CH:10][CH:9]=3)[N:4]=2)=[N:24]1)(=[O:33])[CH3:31]. The catalyst class is: 20. (2) Reactant: [CH2:1]([O:3][C:4]1[C:8]([CH2:9][CH2:10][CH2:11][OH:12])=[CH:7][N:6]([C:13]2[CH:18]=[CH:17][CH:16]=[CH:15][N:14]=2)[N:5]=1)[CH3:2].[CH2:19]([O:21][C:22]1[CH:27]=[C:26](O)[CH:25]=[CH:24][C:23]=1[CH2:29][CH2:30][C:31]([O:33]C)=[O:32])[CH3:20].C(P(CCCC)CCCC)CCC.N(C(N1CCCCC1)=O)=NC(N1CCCCC1)=O. Product: [CH2:19]([O:21][C:22]1[CH:27]=[C:26]([O:12][CH2:11][CH2:10][CH2:9][C:8]2[C:4]([O:3][CH2:1][CH3:2])=[N:5][N:6]([C:13]3[CH:18]=[CH:17][CH:16]=[CH:15][N:14]=3)[CH:7]=2)[CH:25]=[CH:24][C:23]=1[CH2:29][CH2:30][C:31]([OH:33])=[O:32])[CH3:20]. The catalyst class is: 7. (3) Reactant: [C:1]([C:4]1[N:8]([CH:9]2[CH2:14][CH2:13][N:12]([C:15]([O:17][C:18]([CH3:21])([CH3:20])[CH3:19])=[O:16])[CH2:11][CH2:10]2)[CH:7]=[N:6][C:5]=1[C:22]1[CH:27]=[CH:26][CH:25]=[CH:24][CH:23]=1)(=O)[CH3:2].C(C1[N:35]([CH:36]2CN(C(OCCCC)=O)C2)[CH:34]=[N:33][C:32]=1C1C=CC(F)=CC=1)(=O)C.[NH2:54]C1CCN(C(OC(C)(C)C)=O)CC1.[N+](C(C1C=CC=CC=1)S(C1C=CC(C)=CC=1)(=O)=O)#[C-].FC1C=CC(C([N+]#[C-])S(C2C=CC(C)=CC=2)(=O)=O)=CC=1.COC(OC)N(C)C.[Na].Cl.CNC(N)=N.C[O-].[Na+]. Product: [CH3:36][NH:35][C:34]1[N:54]=[C:1]([C:4]2[N:8]([CH:9]3[CH2:10][CH2:11][N:12]([C:15]([O:17][C:18]([CH3:19])([CH3:20])[CH3:21])=[O:16])[CH2:13][CH2:14]3)[CH:7]=[N:6][C:5]=2[C:22]2[CH:27]=[CH:26][CH:25]=[CH:24][CH:23]=2)[CH:2]=[CH:32][N:33]=1. The catalyst class is: 72. (4) Reactant: [CH2:1]([P:3]([CH2:6][CH2:7][C:8]1[CH:13]=[CH:12][CH:11]=[CH:10][CH:9]=1)(=[O:5])[OH:4])[CH3:2].[CH2:14]1[O:16][CH2:15]1.[OH-].[K+]. Product: [CH2:1]([P:3]([CH2:6][CH2:7][C:8]1[CH:13]=[CH:12][CH:11]=[CH:10][CH:9]=1)(=[O:4])[O:5][CH2:14][CH2:15][OH:16])[CH3:2]. The catalyst class is: 6. (5) Reactant: CN[C@@H:3]1[CH2:7][CH2:6][C@H:5]([OH:8])[CH2:4]1.[C:9]([O:13][C:14]([O:16]C(OC(C)(C)C)=O)=O)([CH3:12])([CH3:11])[CH3:10].[CH2:24]([N:26](CC)CC)C. Product: [C:9]([O:13][C:14](=[O:16])[NH:26][CH2:24][C@H:3]1[CH2:7][CH2:6][C@@H:5]([OH:8])[CH2:4]1)([CH3:12])([CH3:11])[CH3:10]. The catalyst class is: 2. (6) The catalyst class is: 2. Product: [NH2:7][CH2:8][C:9]1[CH:14]=[CH:13][C:12]([NH:15][S:16]([CH3:19])(=[O:18])=[O:17])=[C:11]([CH:20]=[CH2:21])[CH:10]=1. Reactant: C(OC(=O)[NH:7][CH2:8][C:9]1[CH:14]=[CH:13][C:12]([NH:15][S:16]([CH3:19])(=[O:18])=[O:17])=[C:11]([CH:20]=[CH2:21])[CH:10]=1)(C)(C)C.FC(F)(F)C(O)=O. (7) Reactant: [NH2:1][CH:2]([C:6]([OH:8])=[O:7])[CH:3]([CH3:5])[CH3:4].C(N(CC)CC)C.[CH2:16]([O:20][C:21]1[CH:26]=[CH:25][C:24]([S:27](Cl)(=[O:29])=[O:28])=[CH:23][CH:22]=1)[C:17]#[C:18][CH3:19]. The catalyst class is: 299. Product: [CH2:16]([O:20][C:21]1[CH:26]=[CH:25][C:24]([S:27]([NH:1][CH:2]([CH:3]([CH3:5])[CH3:4])[C:6]([OH:8])=[O:7])(=[O:29])=[O:28])=[CH:23][CH:22]=1)[C:17]#[C:18][CH3:19]. (8) Reactant: S([CH2:11][N+:12]#[C-])(C1C=CC(C)=CC=1)(=O)=O.CC(C)([O-])C.[K+].[CH:20]([C:22]1[C:27]2[CH:28]=[CH:29][O:30][C:26]=2[C:25]([NH:31][S:32]([CH3:35])(=[O:34])=[O:33])=[CH:24][CH:23]=1)=O.CO. Product: [C:11]([CH2:20][C:22]1[C:27]2[CH:28]=[CH:29][O:30][C:26]=2[C:25]([NH:31][S:32]([CH3:35])(=[O:34])=[O:33])=[CH:24][CH:23]=1)#[N:12]. The catalyst class is: 57. (9) Reactant: C(Cl)Cl.[CH3:4][O:5][C:6]1[C:7]([CH2:19][C@@H:20]2[O:22][C@@:21]2([CH3:29])[CH2:23][CH2:24][CH:25]=[C:26]([CH3:28])[CH3:27])([CH2:14][CH:15]=[C:16]([CH3:18])[CH3:17])[C:8]([O:12][CH3:13])=[CH:9][CH2:10][CH:11]=1.C(C1C=C(C)C=C(C(C)(C)C)N=1)(C)(C)C.FC(F)(F)S(O[Si](C)(C)C)(=O)=O. Product: [CH3:4][O:5][C:6]1[C@@:7]2([CH2:14][CH:15]=[C:16]([CH3:18])[CH3:17])[CH2:19][CH:20]3[O:22][C@@:8]2([O:12][CH3:13])[C@H:9]([CH2:10][CH:11]=1)[C@:21]3([CH3:29])[CH2:23][CH2:24][CH:25]=[C:26]([CH3:27])[CH3:28]. The catalyst class is: 521. (10) Reactant: [CH3:1][C:2]1[C:10]2[C:9](=[O:11])[N:8]3[CH:12](C(OCC)=O)[CH2:13][CH2:14][CH2:15][C:7]3=[N:6][C:5]=2[S:4][CH:3]=1.[CH2:21]([OH:23])C.[OH-:24].[Na+].Cl. Product: [CH3:1][C:2]1[C:10]2[C:9](=[O:11])[N:8]3[CH2:12][CH2:13][CH2:14][CH2:15][C:7]3=[N:6][C:5]=2[S:4][C:3]=1[C:21]([OH:23])=[O:24]. The catalyst class is: 805.